Dataset: Peptide-MHC class II binding affinity with 134,281 pairs from IEDB. Task: Regression. Given a peptide amino acid sequence and an MHC pseudo amino acid sequence, predict their binding affinity value. This is MHC class II binding data. The binding affinity (normalized) is 0. The MHC is DRB1_1101 with pseudo-sequence DRB1_1101. The peptide sequence is VVVHITDDNE.